From a dataset of Forward reaction prediction with 1.9M reactions from USPTO patents (1976-2016). Predict the product of the given reaction. (1) Given the reactants [C:1]([Cu])#[N:2].N[C:5]1[CH:6]=[CH:7][CH:8]=[C:9]2[C:13]=1[NH:12][C:11]([C:14]([NH2:16])=[O:15])=[C:10]2[S:17]([N:20]1[CH2:25][CH2:24][O:23][CH2:22][CH2:21]1)(=[O:19])=[O:18].N(OC(C)(C)C)=O, predict the reaction product. The product is: [C:1]([C:5]1[CH:6]=[CH:7][CH:8]=[C:9]2[C:13]=1[NH:12][C:11]([C:14]([NH2:16])=[O:15])=[C:10]2[S:17]([N:20]1[CH2:25][CH2:24][O:23][CH2:22][CH2:21]1)(=[O:19])=[O:18])#[N:2]. (2) Given the reactants [C:1]([O:5][C:6]([NH:8][C@@H:9]([CH2:13][C:14]1[CH:19]=[CH:18][CH:17]=[C:16]([F:20])[CH:15]=1)[C:10](O)=[O:11])=[O:7])([CH3:4])([CH3:3])[CH3:2].O1CCCC1, predict the reaction product. The product is: [C:1]([O:5][C:6](=[O:7])[NH:8][C@@H:9]([CH2:13][C:14]1[CH:19]=[CH:18][CH:17]=[C:16]([F:20])[CH:15]=1)[CH2:10][OH:11])([CH3:4])([CH3:2])[CH3:3]. (3) Given the reactants [O:1]=[C:2]([C:9]1[O:10][C:11]([C:14]2[CH:19]=[CH:18][CH:17]=[CH:16][N:15]=2)=[CH:12][N:13]=1)[CH2:3][CH2:4][CH2:5][CH2:6][C:7]#[CH:8].[Cl:20][C:21]1[CH:26]=[CH:25][CH:24]=[CH:23][C:22]=1I, predict the reaction product. The product is: [O:1]=[C:2]([C:9]1[O:10][C:11]([C:14]2[CH:19]=[CH:18][CH:17]=[CH:16][N:15]=2)=[CH:12][N:13]=1)[CH2:3][CH2:4][CH2:5][CH2:6][C:7]#[C:8][C:22]1[CH:23]=[CH:24][CH:25]=[CH:26][C:21]=1[Cl:20]. (4) The product is: [C:1]([O:5][C:6]([N:8]1[CH2:13][CH2:12][CH:11]([O:14][C:15]2[CH:24]=[C:23]([O:25][CH2:26][CH2:27][F:28])[CH:22]=[CH:21][C:16]=2[C:17]([OH:19])=[O:18])[CH2:10][CH2:9]1)=[O:7])([CH3:4])([CH3:3])[CH3:2]. Given the reactants [C:1]([O:5][C:6]([N:8]1[CH2:13][CH2:12][CH:11]([O:14][C:15]2[CH:24]=[C:23]([O:25][CH2:26][CH2:27][F:28])[CH:22]=[CH:21][C:16]=2[C:17]([O:19]C)=[O:18])[CH2:10][CH2:9]1)=[O:7])([CH3:4])([CH3:3])[CH3:2].O[Li].O.O, predict the reaction product. (5) Given the reactants C(O)(C(F)(F)F)=O.[NH:8]1[C:12]2[CH:13]=[CH:14][CH:15]=[CH:16][C:11]=2[N:10]=[C:9]1[C:17]1[C:25]2[C:20](=[CH:21][CH:22]=[C:23]([C:26]3[CH:31]=[CH:30][C:29]([C:32]([CH3:36])([CH3:35])[C:33]#[N:34])=[CH:28][CH:27]=3)[CH:24]=2)[N:19](C2CCCCO2)[N:18]=1, predict the reaction product. The product is: [NH:10]1[C:11]2[CH:16]=[CH:15][CH:14]=[CH:13][C:12]=2[N:8]=[C:9]1[C:17]1[C:25]2[C:20](=[CH:21][CH:22]=[C:23]([C:26]3[CH:31]=[CH:30][C:29]([C:32]([CH3:36])([CH3:35])[C:33]#[N:34])=[CH:28][CH:27]=3)[CH:24]=2)[NH:19][N:18]=1. (6) The product is: [OH:18][CH2:19][C:20]1[CH:21]=[C:22]([N:26]2[CH2:31][CH2:30][N:29]([C:13]([C:4]3[S:3][C:2]([NH2:1])=[N:6][C:5]=3[C:7]3[CH:8]=[CH:9][CH:10]=[CH:11][CH:12]=3)=[O:15])[CH2:28][CH2:27]2)[CH:23]=[CH:24][CH:25]=1. Given the reactants [NH2:1][C:2]1[S:3][C:4]([C:13]([OH:15])=O)=[C:5]([C:7]2[CH:12]=[CH:11][CH:10]=[CH:9][CH:8]=2)[N:6]=1.Cl.Cl.[OH:18][CH2:19][C:20]1[CH:21]=[C:22]([N:26]2[CH2:31][CH2:30][NH:29][CH2:28][CH2:27]2)[CH:23]=[CH:24][CH:25]=1.Cl.CN(C)CCCN=C=NCC.O.ON1C2C=CC=CC=2N=N1, predict the reaction product.